This data is from Forward reaction prediction with 1.9M reactions from USPTO patents (1976-2016). The task is: Predict the product of the given reaction. (1) The product is: [NH2:1][C:4]1[CH:13]=[CH:12][C:7]2[NH:8][C:9](=[O:11])[NH:10][C:6]=2[CH:5]=1. Given the reactants [N+:1]([C:4]1[CH:13]=[CH:12][C:7]2[NH:8][C:9](=[O:11])[NH:10][C:6]=2[CH:5]=1)([O-])=O, predict the reaction product. (2) Given the reactants [OH:1][C@@H:2]([C@H:4]1[C:25](=[O:26])[N:6]2[C@@H:7]([C:12]([O:14][CH2:15][C:16]3[CH:21]=[CH:20][C:19]([N+:22]([O-:24])=[O:23])=[CH:18][CH:17]=3)=[O:13])[C:8](=O)[C@H:9]([CH3:10])[C@H:5]12)[CH3:3].[N:27]([CH2:30][CH2:31][S:32][C:33]1[N:34]=[C:35]([S:54][CH3:55])[N:36]2[CH:40]=[C:39]([Sn](CCCC)(CCCC)CCCC)[S:38][C:37]=12)=[N+:28]=[N-:29], predict the reaction product. The product is: [N:27]([CH2:30][CH2:31][S:32][C:33]1[N:34]=[C:35]([S:54][CH3:55])[N:36]2[CH:40]=[C:39]([C:8]3[C@H:9]([CH3:10])[C@@H:5]4[C@@H:4]([C@H:2]([OH:1])[CH3:3])[C:25](=[O:26])[N:6]4[C:7]=3[C:12]([O:14][CH2:15][C:16]3[CH:21]=[CH:20][C:19]([N+:22]([O-:24])=[O:23])=[CH:18][CH:17]=3)=[O:13])[S:38][C:37]=12)=[N+:28]=[N-:29].